This data is from Full USPTO retrosynthesis dataset with 1.9M reactions from patents (1976-2016). The task is: Predict the reactants needed to synthesize the given product. (1) Given the product [CH2:42]([N:38]([CH2:31][C:32]1[CH:37]=[CH:36][CH:35]=[CH:34][CH:33]=1)[C:39](=[O:40])[O:28][C:27]1[CH2:29][CH2:30][C:23]2[C:24](=[CH:25][C:20]([O:19][CH2:18][CH2:17][CH2:16][CH2:15][N:12]3[CH2:13][CH2:14][N:9]([C:3]4[CH:2]=[CH:1][CH:6]=[C:5]([Cl:7])[C:4]=4[Cl:8])[CH2:10][CH2:11]3)=[CH:21][CH:22]=2)[N:26]=1)[C:43]1[CH:44]=[CH:45][CH:46]=[CH:47][CH:48]=1, predict the reactants needed to synthesize it. The reactants are: [CH:1]1[CH:2]=[C:3]([N:9]2[CH2:14][CH2:13][N:12]([CH2:15][CH2:16][CH2:17][CH2:18][O:19][C:20]3[CH:21]=[CH:22][C:23]4[CH2:30][CH2:29][C:27](=[O:28])[NH:26][C:24]=4[CH:25]=3)[CH2:11][CH2:10]2)[C:4]([Cl:8])=[C:5]([Cl:7])[CH:6]=1.[CH2:31]([N:38]([CH2:42][C:43]1[CH:48]=[CH:47][CH:46]=[CH:45][CH:44]=1)[C:39](Cl)=[O:40])[C:32]1[CH:37]=[CH:36][CH:35]=[CH:34][CH:33]=1.CC1CCCO1. (2) Given the product [F:45][CH:15]([F:14])[C:16]1[NH:17][C:18]2[CH:44]=[CH:43][CH:42]=[CH:41][C:19]=2[N:20]=1, predict the reactants needed to synthesize it. The reactants are: N1CCOCC1.C(N(CC)CC)C.[F:14][CH:15]([F:45])[C:16]1[N:20](C2N=C(N3CCOCC3)N=C(N3CC4OC(CC4)C3)N=2)[C:19]2[CH:41]=[CH:42][CH:43]=[CH:44][C:18]=2[N:17]=1.